Dataset: Forward reaction prediction with 1.9M reactions from USPTO patents (1976-2016). Task: Predict the product of the given reaction. (1) Given the reactants [CH2:1]([O:3][C:4]([C:6]1[C:7](O)=[N:8][C:9]([S:13][CH3:14])=[N:10][C:11]=1[CH3:12])=[O:5])[CH3:2].C(N(CC)C(C)C)(C)C.O.O=P(Cl)(Cl)[Cl:28], predict the reaction product. The product is: [Cl:28][C:7]1[C:6]([C:4]([O:3][CH2:1][CH3:2])=[O:5])=[C:11]([CH3:12])[N:10]=[C:9]([S:13][CH3:14])[N:8]=1. (2) Given the reactants [CH3:1][N:2]([CH3:25])[CH2:3][C:4]#[C:5][C:6]1[CH:7]=[C:8]2[C:12](=[CH:13][CH:14]=1)[C:11](=[C:15]1[C:23]3[C:18](=[CH:19][CH:20]=[CH:21][CH:22]=3)[NH:17][C:16]1=[O:24])[O:10][CH2:9]2.[H][H], predict the reaction product. The product is: [CH3:25][N:2]([CH3:1])[CH2:3][CH2:4][CH2:5][C:6]1[CH:7]=[C:8]2[C:12](=[CH:13][CH:14]=1)[C:11](=[C:15]1[C:23]3[C:18](=[CH:19][CH:20]=[CH:21][CH:22]=3)[NH:17][C:16]1=[O:24])[O:10][CH2:9]2. (3) Given the reactants Br[C:2]1[CH:7]=[CH:6][N:5]2[C:8](=[O:15])[N:9]([CH2:11][CH:12]([CH3:14])[CH3:13])[N:10]=[C:4]2[C:3]=1I.[C:17]([C:19]1[CH:24]=[CH:23][C:22](B(O)O)=[CH:21][CH:20]=1)#[N:18].C([O-])([O-])=O.[K+].[K+], predict the reaction product. The product is: [C:17]([C:19]1[CH:24]=[CH:23][C:22]([C:2]2[CH:7]=[CH:6][N:5]3[C:8](=[O:15])[N:9]([CH2:11][CH:12]([CH3:14])[CH3:13])[N:10]=[C:4]3[C:3]=2[C:22]2[CH:23]=[CH:24][C:19]([C:17]#[N:18])=[CH:20][CH:21]=2)=[CH:21][CH:20]=1)#[N:18]. (4) Given the reactants CC1(C)[O:6][C:5](=[O:7])[CH:4]([CH:8]([CH2:12][CH2:13][CH2:14][CH3:15])[C:9]([OH:11])=O)[O:3]1.[NH:17]1[CH2:21][CH2:20][CH2:19][CH:18]1[C:22]1[CH:27]=[CH:26][CH:25]=[CH:24][N:23]=1, predict the reaction product. The product is: [OH:3][C@@H:4]([C@H:8]([C:9]([N:17]1[CH2:21][CH2:20][CH2:19][CH:18]1[C:22]1[CH:27]=[CH:26][CH:25]=[CH:24][N:23]=1)=[O:11])[CH2:12][CH2:13][CH2:14][CH3:15])[C:5]([OH:6])=[O:7].